Dataset: hERG potassium channel inhibition data for cardiac toxicity prediction from Karim et al.. Task: Regression/Classification. Given a drug SMILES string, predict its toxicity properties. Task type varies by dataset: regression for continuous values (e.g., LD50, hERG inhibition percentage) or binary classification for toxic/non-toxic outcomes (e.g., AMES mutagenicity, cardiotoxicity, hepatotoxicity). Dataset: herg_karim. (1) The drug is CCOc1ccccc1C(=O)N(CC1CCC1)[C@H]1CCNC1. The result is 0 (non-blocker). (2) The molecule is CCN1CCN(c2cc3[nH]c(S[C@]4(C)CC[C@@H](c5nnc(C)o5)CC4)nc3cc2Cl)CC1. The result is 0 (non-blocker). (3) The drug is CC(C)(C)c1cc(NC(=O)c2cnc3cc(Oc4ncnc5c4CNC5)ccn23)no1. The result is 1 (blocker). (4) The drug is CC(C)(O)C1(C(=O)NCc2cc(C(F)(F)F)cc(C(F)(F)F)c2)CCC(N2CCC(c3cc(Cl)ncn3)CC2)C1. The result is 1 (blocker). (5) The compound is CC(C)(N)C(=O)N1CCn2c(nc(-c3cccc(F)c3)c2Nc2ccc(F)cc2)C1. The result is 1 (blocker). (6) The compound is CN1C[C@H]2[C@@H](C1)[C@@H]2CN(Cc1cccc(OC(F)(F)F)c1)C(=O)c1cn(C)cn1. The result is 1 (blocker).